From a dataset of Full USPTO retrosynthesis dataset with 1.9M reactions from patents (1976-2016). Predict the reactants needed to synthesize the given product. (1) Given the product [C:7]1([CH2:13][CH2:14][CH:15]2[N:20]3[CH2:21][CH2:22][CH:17]([CH:18]([OH:23])[CH2:19]3)[CH2:16]2)[CH:12]=[CH:11][CH:10]=[CH:9][CH:8]=1, predict the reactants needed to synthesize it. The reactants are: [H-].[H-].[H-].[H-].[Li+].[Al+3].[C:7]1([CH2:13][CH2:14][CH:15]2[N:20]3[CH2:21][CH2:22][CH:17]([C:18](=[O:23])[CH2:19]3)[CH2:16]2)[CH:12]=[CH:11][CH:10]=[CH:9][CH:8]=1. (2) Given the product [F:23][C:24]1[CH:29]=[C:28]([F:30])[CH:27]=[CH:26][C:25]=1[NH:31][C:32]([NH:1][C:2]1[CH:21]=[CH:20][C:5]([O:6][C:7]2[C:16]3[C:11](=[CH:12][C:13]([OH:19])=[C:14]([O:17][CH3:18])[CH:15]=3)[N:10]=[CH:9][CH:8]=2)=[CH:4][C:3]=1[F:22])=[O:33], predict the reactants needed to synthesize it. The reactants are: [NH2:1][C:2]1[CH:21]=[CH:20][C:5]([O:6][C:7]2[C:16]3[C:11](=[CH:12][C:13]([OH:19])=[C:14]([O:17][CH3:18])[CH:15]=3)[N:10]=[CH:9][CH:8]=2)=[CH:4][C:3]=1[F:22].[F:23][C:24]1[CH:29]=[C:28]([F:30])[CH:27]=[CH:26][C:25]=1[N:31]=[C:32]=[O:33].CO.